Dataset: Reaction yield outcomes from USPTO patents with 853,638 reactions. Task: Predict the reaction yield, written as a fraction of the theoretical maximum amount of product (1.0 means a 100% yield; for example, 0.34 means a 34% yield). The yield is 0.800. The product is [C@@H:21]1([NH:20][C:2]2[C:3]3[CH:10]=[CH:9][NH:8][C:4]=3[N:5]=[CH:6][N:7]=2)[C:29]2[C:24](=[CH:25][CH:26]=[CH:27][CH:28]=2)[CH2:23][CH2:22]1. The reactants are Cl[C:2]1[N:7]=[CH:6][NH:5][C:4]2=[N:8][CH:9]=[CH:10][C:3]=12.C(N(CC)C(C)C)(C)C.[NH2:20][C@@H:21]1[C:29]2[C:24](=[CH:25][CH:26]=[CH:27][CH:28]=2)[CH2:23][CH2:22]1. The catalyst is C(O)CCC.